Dataset: Drug-target binding data from BindingDB using IC50 measurements. Task: Regression. Given a target protein amino acid sequence and a drug SMILES string, predict the binding affinity score between them. We predict pIC50 (pIC50 = -log10(IC50 in M); higher means more potent). Dataset: bindingdb_ic50. The drug is CCCCNC(=O)[C@H](C)C[C@H](O)[C@@H]1C[C@H](C)CCCCCCCC(=O)N(C)[C@@H](C)C(=O)N1. The target protein sequence is MAQALPWLLLWMGAGVLPAHGTQHGIRLPLRSGLGGAPLGLRLPRETDEEPEEPGRRGSFVEMVDNLRGKSGQGYYVEMTVGSPPQTLNILVDTGSSNFAVGAAPHPFLHRYYQRQLSSTYRDLRKGVYVPYTQGKWEGELGTDLVSIPHGPNVTVRANIAAITESDKFFINGSNWEGILGLAYAEIARPDDSLEPFFDSLVKQTHVPNLFSLQLCGAGFPLNQSEVLASVGGSMIIGGIDHSLYTGSLWYTPIRREWYYEVIIVRVEINGQDLKMDCKEYNYDKSIVDSGTTNLRLPKKVFEAAVKSIKAASSTEKFPDGFWLGEQLVCWQAGTTPWNIFPVISLYLMGEVTNQSFRITILPQQYLRPVEDVATSQDDCYKFAISQSSTGTVMGAVIMEGFYVVFDRARKRIGFAVSACHVHDEFRTAAVEGPFVTLDMEDCGYNIPQTDES. The pIC50 is 5.6.